Dataset: Full USPTO retrosynthesis dataset with 1.9M reactions from patents (1976-2016). Task: Predict the reactants needed to synthesize the given product. (1) Given the product [OH:29][C:23]1([CH:8]([C:4]2[CH:5]=[CH:6][CH:7]=[C:2]([CH:30]=[CH2:31])[CH:3]=2)[CH2:9][N:10]2[CH2:15][CH2:14][N:13]([C:16]([O:18][C:19]([CH3:22])([CH3:21])[CH3:20])=[O:17])[CH2:12][CH2:11]2)[CH2:28][CH2:27][CH2:26][CH2:25][CH2:24]1, predict the reactants needed to synthesize it. The reactants are: Br[C:2]1[CH:3]=[C:4]([CH:8]([C:23]2([OH:29])[CH2:28][CH2:27][CH2:26][CH2:25][CH2:24]2)[CH2:9][N:10]2[CH2:15][CH2:14][N:13]([C:16]([O:18][C:19]([CH3:22])([CH3:21])[CH3:20])=[O:17])[CH2:12][CH2:11]2)[CH:5]=[CH:6][CH:7]=1.[CH2:30]([Sn](CCCC)(CCCC)C=C)[CH2:31]CC. (2) Given the product [C:1]([O:5][C:6](=[O:57])[C:7]([O:10]/[N:11]=[C:12](/[C:44]1[N:45]=[C:46]([NH:49][C:50]([O:52][C:53]([CH3:56])([CH3:55])[CH3:54])=[O:51])[S:47][CH:48]=1)\[C:13]([NH:15][C@@H:16]1[C:23](=[O:24])[N:22]2[C@@H:17]1[S:18](=[O:43])[CH2:19][C:20]([CH2:41][I:58])=[C:21]2[C:25]([O:27][CH:28]([C:35]1[CH:40]=[CH:39][CH:38]=[CH:37][CH:36]=1)[C:29]1[CH:34]=[CH:33][CH:32]=[CH:31][CH:30]=1)=[O:26])=[O:14])([CH3:9])[CH3:8])([CH3:4])([CH3:3])[CH3:2], predict the reactants needed to synthesize it. The reactants are: [C:1]([O:5][C:6](=[O:57])[C:7]([O:10]/[N:11]=[C:12](/[C:44]1[N:45]=[C:46]([NH:49][C:50]([O:52][C:53]([CH3:56])([CH3:55])[CH3:54])=[O:51])[S:47][CH:48]=1)\[C:13]([NH:15][C@@H:16]1[C:23](=[O:24])[N:22]2[C@@H:17]1[S:18](=[O:43])[CH2:19][C:20]([CH2:41]Cl)=[C:21]2[C:25]([O:27][CH:28]([C:35]1[CH:40]=[CH:39][CH:38]=[CH:37][CH:36]=1)[C:29]1[CH:34]=[CH:33][CH:32]=[CH:31][CH:30]=1)=[O:26])=[O:14])([CH3:9])[CH3:8])([CH3:4])([CH3:3])[CH3:2].[I-:58].[Na+]. (3) Given the product [ClH:1].[Cl:1][C:2]1[CH:3]=[CH:4][C:5]([NH:8][C:9](=[O:29])[C:10]2[CH:15]=[C:14]([C:30]3[CH:35]=[CH:34][CH:33]=[CH:32][CH:31]=3)[CH:13]=[CH:12][C:11]=2[NH:17][C:18]([CH:20]2[CH2:25][CH2:24][N:23]([CH:26]([CH3:28])[CH3:27])[CH2:22][CH2:21]2)=[O:19])=[N:6][CH:7]=1, predict the reactants needed to synthesize it. The reactants are: [Cl:1][C:2]1[CH:3]=[CH:4][C:5]([NH:8][C:9](=[O:29])[C:10]2[CH:15]=[C:14](I)[CH:13]=[CH:12][C:11]=2[NH:17][C:18]([CH:20]2[CH2:25][CH2:24][N:23]([CH:26]([CH3:28])[CH3:27])[CH2:22][CH2:21]2)=[O:19])=[N:6][CH:7]=1.[C:30]1(B(O)O)[CH:35]=[CH:34][CH:33]=[CH:32][CH:31]=1.O.C(=O)([O-])[O-].[Na+].[Na+].